From a dataset of Forward reaction prediction with 1.9M reactions from USPTO patents (1976-2016). Predict the product of the given reaction. (1) Given the reactants [Cl-].[CH3:2][O:3][CH2:4][P+](C1C=CC=CC=1)(C1C=CC=CC=1)C1C=CC=CC=1.CC(C)([O-])C.[K+].[CH2:30]([CH:33]1[CH2:38][CH2:37][CH:36]([CH2:39][CH2:40][C:41]2[CH:46]=[CH:45][C:44]([CH:47]3[CH2:52][CH2:51][C:50](=O)[CH2:49][CH2:48]3)=[CH:43][CH:42]=2)[CH2:35][CH2:34]1)[CH2:31][CH3:32], predict the reaction product. The product is: [CH3:2][O:3][CH:4]=[C:50]1[CH2:49][CH2:48][CH:47]([C:44]2[CH:43]=[CH:42][C:41]([CH2:40][CH2:39][CH:36]3[CH2:35][CH2:34][CH:33]([CH2:30][CH2:31][CH3:32])[CH2:38][CH2:37]3)=[CH:46][CH:45]=2)[CH2:52][CH2:51]1. (2) Given the reactants [Br:1][C:2]1[CH:7]=[CH:6][C:5]([CH2:8][N:9]2[C:14](=[O:15])[C:13]([C:16](OCC)=[O:17])=[C:12]([OH:21])[C:11]([CH:22]([CH3:24])[CH3:23])=[N:10]2)=[C:4]([F:25])[CH:3]=1.OC1C(C(C)C)=NNC(=O)[C:28]=1[C:37]([O:39]CC)=[O:38].[H-].[Na+].BrC1C=CC(CBr)=C(F)C=1.C[N:55](C)C=O, predict the reaction product. The product is: [Br:1][C:2]1[CH:7]=[CH:6][C:5]([CH2:8][N:9]2[C:14](=[O:15])[C:13]([C:16]([NH:55][CH2:28][C:37]([OH:39])=[O:38])=[O:17])=[C:12]([OH:21])[C:11]([CH:22]([CH3:23])[CH3:24])=[N:10]2)=[C:4]([F:25])[CH:3]=1.